This data is from hERG potassium channel inhibition data for cardiac toxicity prediction from Karim et al.. The task is: Regression/Classification. Given a drug SMILES string, predict its toxicity properties. Task type varies by dataset: regression for continuous values (e.g., LD50, hERG inhibition percentage) or binary classification for toxic/non-toxic outcomes (e.g., AMES mutagenicity, cardiotoxicity, hepatotoxicity). Dataset: herg_karim. (1) The compound is COc1ccc2c(C(=O)NCCO)nc(C#N)c(-c3ccccc3)c2c1. The result is 0 (non-blocker). (2) The molecule is Cc1cc(-c2ccc3c(c2)CCN(CCCSc2nnc(C(C)(C)C)n2C)CC3)no1. The result is 1 (blocker). (3) The compound is CO[C@H]1COCC[C@H]1N[C@@H]1C[C@H]2CCC[C@@]2(C(=O)N2CCc3ncc(C(F)(F)F)cc3C2)C1. The result is 0 (non-blocker). (4) The compound is CC1CCCN(CCN2CCN(c3cccc(Cl)c3)C2=O)C1. The result is 1 (blocker). (5) The compound is Cc1c([C@@H](O)CN2CCC3(CC2)CCN(c2ccns2)C3)ccc2c1COC2=O. The result is 1 (blocker). (6) The result is 1 (blocker). The molecule is Cc1cccc(Nc2nc(N3CCNCC3)nc3c(C)nn(CCOCC(F)(F)F)c23)n1.